From a dataset of Full USPTO retrosynthesis dataset with 1.9M reactions from patents (1976-2016). Predict the reactants needed to synthesize the given product. Given the product [OH:1][C:2]1([C:21]2[CH:20]=[CH:19][CH:18]=[C:17]([O:16][CH3:15])[CH:22]=2)[CH2:3][CH2:4][N:5]([C:8]([O:10][C:11]([CH3:14])([CH3:13])[CH3:12])=[O:9])[CH2:6][CH2:7]1, predict the reactants needed to synthesize it. The reactants are: [O:1]=[C:2]1[CH2:7][CH2:6][N:5]([C:8]([O:10][C:11]([CH3:14])([CH3:13])[CH3:12])=[O:9])[CH2:4][CH2:3]1.[CH3:15][O:16][C:17]1[CH:18]=[C:19]([Mg]Br)[CH:20]=[CH:21][CH:22]=1.